Task: Predict the reaction yield, written as a fraction of the theoretical maximum amount of product (1.0 means a 100% yield; for example, 0.34 means a 34% yield).. Dataset: Reaction yield outcomes from USPTO patents with 853,638 reactions The reactants are [Br:1][C:2]1[CH:3]=[N:4][CH:5]=[C:6]([CH:10]=1)C(O)=O.C1(P(N=[N+]=[N-])(C2C=CC=CC=2)=[O:18])C=CC=CC=1.CC[N:30]([CH2:33]C)CC.[CH2:35]([OH:42])[C:36]1[CH:41]=[CH:40][CH:39]=[CH:38][CH:37]=1. The catalyst is C1(C)C=CC=CC=1. The product is [Br:1][C:2]1[CH:10]=[C:6]([NH:30][C:33](=[O:18])[O:42][CH2:35][C:36]2[CH:41]=[CH:40][CH:39]=[CH:38][CH:37]=2)[CH:5]=[N:4][CH:3]=1. The yield is 0.730.